Dataset: hERG Central: cardiac toxicity at 1µM, 10µM, and general inhibition. Task: Predict hERG channel inhibition at various concentrations. (1) Results: hERG_inhib (hERG inhibition (general)): blocker. The drug is Br.C=CCN1C(c2ccccc2)=CS/C1=C(\C#N)c1nnc2n1CCCCC2. (2) The compound is OCC1(CCCc2ccccc2)CCN(Cc2cc(F)ccc2F)CC1. Results: hERG_inhib (hERG inhibition (general)): blocker.